Dataset: Full USPTO retrosynthesis dataset with 1.9M reactions from patents (1976-2016). Task: Predict the reactants needed to synthesize the given product. (1) Given the product [F:1][C:2]1[CH:3]=[C:4]([CH:28]=[CH:29][CH:30]=1)[CH2:5][O:6][C:7]1[CH:12]=[CH:11][C:10]([NH2:13])=[CH:9][C:8]=1[C:16]#[C:17][Si:18]([CH:19]([CH3:21])[CH3:20])([CH:22]([CH3:23])[CH3:24])[CH:25]([CH3:26])[CH3:27], predict the reactants needed to synthesize it. The reactants are: [F:1][C:2]1[CH:3]=[C:4]([CH:28]=[CH:29][CH:30]=1)[CH2:5][O:6][C:7]1[CH:12]=[CH:11][C:10]([N+:13]([O-])=O)=[CH:9][C:8]=1[C:16]#[C:17][Si:18]([CH:25]([CH3:27])[CH3:26])([CH:22]([CH3:24])[CH3:23])[CH:19]([CH3:21])[CH3:20].CC(O)=O. (2) Given the product [OH:31][CH:30]=[C:10]1[C:9]2[C:4](=[CH:5][C:6]([C:11]([C:13]3[CH:14]=[C:15]([NH:19][C:20]([C:22]4[CH:26]=[C:25]([CH2:27][CH3:28])[N:24]([CH3:29])[N:23]=4)=[O:21])[CH:16]=[CH:17][CH:18]=3)=[O:12])=[CH:7][CH:8]=2)[NH:3][C:2]1=[O:1], predict the reactants needed to synthesize it. The reactants are: [O:1]=[C:2]1[CH2:10][C:9]2[C:4](=[CH:5][C:6]([C:11]([C:13]3[CH:14]=[C:15]([NH:19][C:20]([C:22]4[CH:26]=[C:25]([CH2:27][CH3:28])[N:24]([CH3:29])[N:23]=4)=[O:21])[CH:16]=[CH:17][CH:18]=3)=[O:12])=[CH:7][CH:8]=2)[NH:3]1.[CH:30](OCC)=[O:31].[O-]CC.[Na+].Cl. (3) Given the product [CH3:1][C:2]1[CH:7]=[N:6][C:5]2=[N:8][C:10]([OH:14])=[C:11]([OH:12])[N:9]=[C:4]2[CH:3]=1, predict the reactants needed to synthesize it. The reactants are: [CH3:1][C:2]1[CH:3]=[C:4]([NH2:9])[C:5]([NH2:8])=[N:6][CH:7]=1.[C:10](O)(=[O:14])[C:11](O)=[O:12].Cl. (4) Given the product [CH2:1]([NH:8][C:9](=[O:17])[C:10]1[CH:15]=[CH:14][N:13]=[C:12]([N:27]2[CH:28]=[CH:29][C:24]([C:18]3[CH:19]=[CH:20][CH:21]=[CH:22][CH:23]=3)=[CH:25][C:26]2=[O:30])[CH:11]=1)[C:2]1[CH:7]=[CH:6][CH:5]=[CH:4][CH:3]=1, predict the reactants needed to synthesize it. The reactants are: [CH2:1]([NH:8][C:9](=[O:17])[C:10]1[CH:15]=[CH:14][N:13]=[C:12](Cl)[CH:11]=1)[C:2]1[CH:7]=[CH:6][CH:5]=[CH:4][CH:3]=1.[C:18]1([C:24]2[CH:29]=[CH:28][NH:27][C:26](=[O:30])[CH:25]=2)[CH:23]=[CH:22][CH:21]=[CH:20][CH:19]=1.C(=O)([O-])[O-].[K+].[K+]. (5) Given the product [C:48]1([N:76]2[CH2:77][CH2:78][C:70]3[C:69]([NH:68][C:65]4[CH:64]=[CH:63][C:62]([C:61]([F:80])([F:60])[F:79])=[CH:67][CH:66]=4)=[N:74][CH:73]=[N:72][C:71]=3[CH2:75]2)[CH:53]=[CH:52][CH:51]=[CH:50][CH:49]=1, predict the reactants needed to synthesize it. The reactants are: C1C=CC(P(C2C(C3C(P(C4C=CC=CC=4)C4C=CC=CC=4)=CC=C4C=3C=CC=C4)=C3C(C=CC=C3)=CC=2)C2C=CC=CC=2)=CC=1.Br[C:48]1[CH:53]=[CH:52][CH:51]=[CH:50][CH:49]=1.C(=O)([O-])[O-].[Cs+].[Cs+].[F:60][C:61]([F:80])([F:79])[C:62]1[CH:67]=[CH:66][C:65]([NH:68][C:69]2[C:70]3[CH2:78][CH2:77][NH:76][CH2:75][C:71]=3[N:72]=[CH:73][N:74]=2)=[CH:64][CH:63]=1. (6) Given the product [O:3]=[C:4]1[CH2:8][CH2:7][CH2:6][N:5]1[CH2:9][C:10]([OH:12])=[O:11], predict the reactants needed to synthesize it. The reactants are: [OH-].[Na+].[O:3]=[C:4]1[CH2:8][CH2:7][CH2:6][N:5]1[CH2:9][C:10]([O:12]C)=[O:11]. (7) Given the product [CH2:21]([NH:20][C:18]([NH:17][C:15]1[S:16][C:12]2[C:11]([C:24](=[O:27])[CH2:25][CH3:26])=[CH:10][C:9]([OH:8])=[CH:23][C:13]=2[N:14]=1)=[O:19])[CH3:22], predict the reactants needed to synthesize it. The reactants are: C([O:8][C:9]1[CH:10]=[C:11]([C:24](=[O:27])[CH2:25][CH3:26])[C:12]2[S:16][C:15]([NH:17][C:18]([NH:20][CH2:21][CH3:22])=[O:19])=[N:14][C:13]=2[CH:23]=1)C1C=CC=CC=1.CS(O)(=O)=O. (8) Given the product [CH3:16][N:17]([CH3:21])[CH2:18][CH2:19][NH:20][CH2:7][CH2:6][C:5]1[CH:9]=[CH:10][CH:11]=[C:3]([C:2]([F:13])([F:12])[F:1])[CH:4]=1, predict the reactants needed to synthesize it. The reactants are: [F:1][C:2]([F:13])([F:12])[C:3]1[CH:4]=[C:5]([CH:9]=[CH:10][CH:11]=1)[CH2:6][CH2:7]Br.[Na+].[I-].[CH3:16][N:17]([CH3:21])[CH2:18][CH2:19][NH2:20]. (9) Given the product [OH:5][CH2:6][CH:7]([NH:31][C:32](=[O:34])[CH3:33])[CH:13]1[CH2:22][CH2:21][C:20]2[C:15](=[CH:16][CH:17]=[C:18]([CH2:23][CH2:24][CH2:25][CH2:26][CH2:27][CH2:28][CH2:29][CH3:30])[CH:19]=2)[CH2:14]1, predict the reactants needed to synthesize it. The reactants are: [AlH4-].[Li+].C([O:5][C:6](=O)[C:7]([NH:31][C:32](=[O:34])[CH3:33])([CH:13]1[CH2:22][CH2:21][C:20]2[C:15](=[CH:16][CH:17]=[C:18]([CH2:23][CH2:24][CH2:25][CH2:26][CH2:27][CH2:28][CH2:29][CH3:30])[CH:19]=2)[CH2:14]1)C(OCC)=O)C.